This data is from Full USPTO retrosynthesis dataset with 1.9M reactions from patents (1976-2016). The task is: Predict the reactants needed to synthesize the given product. (1) Given the product [Cl:38][C:32]1[CH:31]=[C:30]2[C:35]([CH:36]=[CH:37][C:28]([N:24]3[CH2:25][CH2:26][CH:21]([C:20]4[C:15]([C:13]5[CH:12]=[CH:11][C:6]([C:7]([NH:9][CH3:10])=[O:8])=[C:5]([F:4])[CH:14]=5)=[N:16][CH:17]=[CH:18][N:19]=4)[CH2:22][CH2:23]3)=[N:29]2)=[CH:34][CH:33]=1, predict the reactants needed to synthesize it. The reactants are: Cl.Cl.Cl.[F:4][C:5]1[CH:14]=[C:13]([C:15]2[C:20]([CH:21]3[CH2:26][CH2:25][NH:24][CH2:23][CH2:22]3)=[N:19][CH:18]=[CH:17][N:16]=2)[CH:12]=[CH:11][C:6]=1[C:7]([NH:9][CH3:10])=[O:8].Cl[C:28]1[CH:37]=[CH:36][C:35]2[C:30](=[CH:31][C:32]([Cl:38])=[CH:33][CH:34]=2)[N:29]=1.C(=O)([O-])[O-].[Cs+].[Cs+]. (2) Given the product [OH:6][C:7]1[C:15]([CH3:16])=[CH:14][C:10]([C:11]([OH:13])=[O:12])=[C:9]([CH3:17])[CH:8]=1, predict the reactants needed to synthesize it. The reactants are: B(Br)(Br)Br.C[O:6][C:7]1[C:15]([CH3:16])=[CH:14][C:10]([C:11]([OH:13])=[O:12])=[C:9]([CH3:17])[CH:8]=1.